Predict the reaction yield, written as a fraction of the theoretical maximum amount of product (1.0 means a 100% yield; for example, 0.34 means a 34% yield). From a dataset of Reaction yield outcomes from USPTO patents with 853,638 reactions. (1) The reactants are BrC1C=C(OC)C(N2CCN(C)CC2)=NC=1.Br[C:18]1[CH:19]=[N:20][CH:21]=[C:22]([Br:26])[C:23]=1[O:24][CH3:25].[C:27]([O:31][C:32]([N:34]1[CH2:39][CH2:38][NH:37][CH2:36][CH2:35]1)=[O:33])([CH3:30])([CH3:29])[CH3:28]. No catalyst specified. The product is [Br:26][C:22]1[C:23]([O:24][CH3:25])=[C:18]([N:37]2[CH2:36][CH2:35][N:34]([C:32]([O:31][C:27]([CH3:30])([CH3:29])[CH3:28])=[O:33])[CH2:39][CH2:38]2)[CH:19]=[N:20][CH:21]=1. The yield is 0.530. (2) The reactants are [CH3:1][O:2][C:3](=[O:27])[C:4]1[CH:9]=[C:8]([F:10])[C:7]([CH2:11][NH:12][CH:13]=[O:14])=[N:6][C:5]=1[NH:15][C:16]1[CH:21]=[CH:20][C:19]([Si](C)(C)C)=[CH:18][C:17]=1[F:26].[I:28]Cl. The catalyst is ClCCl. The product is [CH3:1][O:2][C:3](=[O:27])[C:4]1[CH:9]=[C:8]([F:10])[C:7]([CH2:11][NH:12][CH:13]=[O:14])=[N:6][C:5]=1[NH:15][C:16]1[CH:21]=[CH:20][C:19]([I:28])=[CH:18][C:17]=1[F:26]. The yield is 0.980.